Dataset: Forward reaction prediction with 1.9M reactions from USPTO patents (1976-2016). Task: Predict the product of the given reaction. (1) Given the reactants [Cl:1][C:2]1[S:6][C:5]([C:7]2[N:8]([C:18]3[CH:23]=[CH:22][C:21]([OH:24])=[CH:20][CH:19]=3)[C:9]3[C:14]([C:15]=2[C:16]#[N:17])=[CH:13][CH:12]=[CH:11][CH:10]=3)=[CH:4][CH:3]=1.[NH2:25][OH:26].[OH-].[Na+], predict the reaction product. The product is: [Cl:1][C:2]1[S:6][C:5]([C:7]2[N:8]([C:18]3[CH:19]=[CH:20][C:21]([OH:24])=[CH:22][CH:23]=3)[C:9]3[C:14]([C:15]=2/[C:16](=[N:25]/[OH:26])/[NH2:17])=[CH:13][CH:12]=[CH:11][CH:10]=3)=[CH:4][CH:3]=1. (2) The product is: [OH:8][C@H:9]([C:15]1[CH:20]=[CH:19][C:18]([C@H:21]2[CH2:25][CH2:24][C:23](=[O:26])[C@@H:22]2[CH2:27][CH2:28][CH2:29][CH2:30][CH2:31][CH2:32][C:33]([OH:35])=[O:34])=[CH:17][CH:16]=1)[CH2:10][CH2:11][CH2:12][CH2:13][CH3:14]. Given the reactants [Si]([O:8][C@H:9]([C:15]1[CH:20]=[CH:19][C:18]([C@H:21]2[CH2:25][CH2:24][C:23](=[O:26])[C@@H:22]2[CH2:27][CH2:28][CH2:29][CH2:30][CH2:31][CH2:32][C:33]([OH:35])=[O:34])=[CH:17][CH:16]=1)[CH2:10][CH2:11][CH2:12][CH2:13][CH3:14])(C(C)(C)C)(C)C.O, predict the reaction product. (3) Given the reactants [OH:1][C:2]1[C:3]([I:8])=[N:4][CH:5]=[CH:6][CH:7]=1.CN(C=O)C.[CH3:14][O:15][CH2:16]Cl, predict the reaction product. The product is: [I:8][C:3]1[C:2]([O:1][CH2:14][O:15][CH3:16])=[CH:7][CH:6]=[CH:5][N:4]=1. (4) Given the reactants [NH:1]1[CH2:6][CH2:5][CH:4]([N:7]2[C:20]3[CH:19]=[CH:18][C:17]([C:21]4[NH:25][C:24](=[O:26])[O:23][N:22]=4)=[CH:16][C:15]=3[O:14][C:13]3[C:8]2=[CH:9][CH:10]=[CH:11][CH:12]=3)[CH2:3][CH2:2]1.C(O)([C:29]([F:32])([F:31])[F:30])=O.N1CCC(N2C3C=CC(C4NN=NN=4)=CC=3OC3C2=CC=CC=3)CC1.[CH:59]1[CH:64]=[C:63]([CH:65]=O)[N:62]=[CH:61][CH:60]=1.N1C=CN=C1C=O.C(O[BH-](OC(=O)C)OC(=O)C)(=O)C.[Na+].C(O[BH-](OC(=O)C)OC(=O)C)(=O)C.C[N+](C)(C)C, predict the reaction product. The product is: [N:62]1[CH:61]=[CH:60][CH:59]=[CH:64][C:63]=1[CH2:65][N:1]1[CH2:2][CH2:3][CH:4]([N:7]2[C:20]3[CH:19]=[CH:18][C:17]([C:21]4[NH:25][C:24](=[O:26])[O:23][N:22]=4)=[CH:16][C:15]=3[O:14][C:13]3[C:8]2=[CH:9][CH:10]=[CH:11][CH:12]=3)[CH2:5][CH2:6]1.[C:24]([OH:23])([C:29]([F:32])([F:31])[F:30])=[O:26].